This data is from Forward reaction prediction with 1.9M reactions from USPTO patents (1976-2016). The task is: Predict the product of the given reaction. (1) Given the reactants [CH2:1]([CH2:3][NH2:4])[OH:2].[O-2].[Mg+2].[Cl:7][C:8]1[S:12][C:11]([S:13](Cl)(=[O:15])=[O:14])=[CH:10][C:9]=1[N+:17]([O-:19])=[O:18], predict the reaction product. The product is: [OH:2][CH2:1][CH2:3][NH:4][S:13]([C:11]1[S:12][C:8]([Cl:7])=[C:9]([N+:17]([O-:19])=[O:18])[CH:10]=1)(=[O:15])=[O:14]. (2) Given the reactants [NH2:1][C:2]1[O:3][C:4]([C:7]([NH:9][CH:10]([C:12]2[CH:13]=[N:14][C:15]([O:19][CH2:20][C:21]([F:24])([F:23])[F:22])=[C:16]([Cl:18])[CH:17]=2)[CH3:11])=[O:8])=[CH:5][N:6]=1.[CH:25]1([C:28](Cl)=[O:29])[CH2:27][CH2:26]1, predict the reaction product. The product is: [Cl:18][C:16]1[CH:17]=[C:12]([CH:10]([NH:9][C:7]([C:4]2[O:3][C:2]([NH:1][C:28]([CH:25]3[CH2:27][CH2:26]3)=[O:29])=[N:6][CH:5]=2)=[O:8])[CH3:11])[CH:13]=[N:14][C:15]=1[O:19][CH2:20][C:21]([F:23])([F:22])[F:24]. (3) Given the reactants [CH:1]1([N:7]2[C:11]3([CH2:16][CH2:15][N:14]([CH2:17][CH2:18][CH2:19][C:20]([C:22]4[CH:27]=[CH:26][C:25]([F:28])=[CH:24][CH:23]=4)=[O:21])[CH2:13][CH2:12]3)[C:10](=[O:29])[N:9]([CH2:30][C:31]3[CH:32]=[C:33]([CH:41]=[CH:42][CH:43]=3)[C:34]([O:36]C(C)(C)C)=[O:35])[CH2:8]2)[CH2:6][CH2:5][CH2:4][CH2:3][CH2:2]1.[ClH:44], predict the reaction product. The product is: [ClH:44].[CH:1]1([N:7]2[C:11]3([CH2:16][CH2:15][N:14]([CH2:17][CH2:18][CH2:19][C:20]([C:22]4[CH:27]=[CH:26][C:25]([F:28])=[CH:24][CH:23]=4)=[O:21])[CH2:13][CH2:12]3)[C:10](=[O:29])[N:9]([CH2:30][C:31]3[CH:32]=[C:33]([CH:41]=[CH:42][CH:43]=3)[C:34]([OH:36])=[O:35])[CH2:8]2)[CH2:6][CH2:5][CH2:4][CH2:3][CH2:2]1. (4) Given the reactants [CH2:1]([N:3]1[CH2:8][C:7]([CH3:10])([CH3:9])[O:6][C:5](=[O:11])[CH:4]1[CH2:12][C:13]([OH:15])=O)[CH3:2].C(N(C(C)C)CC)(C)C.CN(C(ON1N=NC2C=CC=NC1=2)=[N+](C)C)C.F[P-](F)(F)(F)(F)F.[CH:49]([C:52]1[CH:58]=[CH:57][C:55]([NH2:56])=[CH:54][CH:53]=1)([CH3:51])[CH3:50], predict the reaction product. The product is: [CH2:1]([N:3]1[CH2:8][C:7]([CH3:9])([CH3:10])[O:6][C:5](=[O:11])[CH:4]1[CH2:12][C:13]([NH:56][C:55]1[CH:57]=[CH:58][C:52]([CH:49]([CH3:51])[CH3:50])=[CH:53][CH:54]=1)=[O:15])[CH3:2]. (5) Given the reactants [CH3:1][O:2][C:3]1[CH:12]=[C:11]2[C:6]([CH2:7][CH2:8][C:9](=[O:13])[CH2:10]2)=[CH:5][CH:4]=1.[H-].[Na+].Br[CH2:17][CH2:18][O:19][CH2:20][CH2:21]Br.[Cl-].[NH4+], predict the reaction product. The product is: [CH3:1][O:2][C:3]1[CH:12]=[C:11]2[C:6]([CH2:7][CH2:8][C:9](=[O:13])[C:10]32[CH2:21][CH2:20][O:19][CH2:18][CH2:17]3)=[CH:5][CH:4]=1.